This data is from CYP2D6 inhibition data for predicting drug metabolism from PubChem BioAssay. The task is: Regression/Classification. Given a drug SMILES string, predict its absorption, distribution, metabolism, or excretion properties. Task type varies by dataset: regression for continuous measurements (e.g., permeability, clearance, half-life) or binary classification for categorical outcomes (e.g., BBB penetration, CYP inhibition). Dataset: cyp2d6_veith. The result is 0 (non-inhibitor). The molecule is Cc1ccc(CS(=O)(=O)Cc2ccc(C(=O)NCC3CCCO3)o2)cc1.